The task is: Predict the reactants needed to synthesize the given product.. This data is from Full USPTO retrosynthesis dataset with 1.9M reactions from patents (1976-2016). (1) Given the product [C:32]([C:34]1([C:17]2[N:21]([S:22](=[O:24])(=[O:23])[N:25]([CH3:27])[CH3:26])[C:20]3[CH:28]=[CH:29][CH:30]=[CH:31][C:19]=3[N:18]=2)[CH2:39][CH2:38][N:37]([C:40]([O:42][C:43]([CH3:46])([CH3:45])[CH3:44])=[O:41])[CH2:36][CH2:35]1)#[N:33], predict the reactants needed to synthesize it. The reactants are: C[Si]([N-][Si](C)(C)C)(C)C.[Na+].C1COCC1.Cl[C:17]1[N:21]([S:22]([N:25]([CH3:27])[CH3:26])(=[O:24])=[O:23])[C:20]2[CH:28]=[CH:29][CH:30]=[CH:31][C:19]=2[N:18]=1.[C:32]([CH:34]1[CH2:39][CH2:38][N:37]([C:40]([O:42][C:43]([CH3:46])([CH3:45])[CH3:44])=[O:41])[CH2:36][CH2:35]1)#[N:33]. (2) Given the product [CH3:1][O:2][C:3]1[CH:8]=[CH:7][CH:6]=[CH:5][C:4]=1[N:14]1[C:15](=[O:24])[C:16]2[C:17](=[N:18][C:19]([S:22][CH3:23])=[N:20][CH:21]=2)[N:13]1[CH3:12], predict the reactants needed to synthesize it. The reactants are: [CH3:1][O:2][C:3]1[CH:8]=[CH:7][CH:6]=[CH:5][C:4]=1B(O)O.[CH3:12][N:13]1[C:17]2=[N:18][C:19]([S:22][CH3:23])=[N:20][CH:21]=[C:16]2[C:15](=[O:24])[NH:14]1.N.C(=O)([O-])O.[Na+]. (3) Given the product [CH2:4]1[CH2:5][CH2:6][C:1]([OH:7])([C:10]([C:8]2[CH:9]=[CH:3][CH:2]=[CH:1][CH:6]=2)=[O:11])[CH2:2][CH2:3]1, predict the reactants needed to synthesize it. The reactants are: [C:1]1(=[O:7])[CH2:6][CH2:5][CH2:4][CH2:3][CH2:2]1.[CH2:8]([C:10](C)=[O:11])[CH3:9]. (4) Given the product [Br:1][C:2]1[CH:3]=[C:4]2[N:10]=[C:9]([NH2:11])[S:8][C:5]2=[N:6][CH:7]=1, predict the reactants needed to synthesize it. The reactants are: [Br:1][C:2]1[CH:3]=[C:4]2[N:10]=[C:9]([NH:11]C(=O)C3C=CC=CC=3)[S:8][C:5]2=[N:6][CH:7]=1.[OH-].[Na+]. (5) Given the product [F:1][C:2]1[CH:3]=[CH:4][C:5]([C:8]2[CH:12]=[C:11]([CH2:13][CH2:14][NH2:15])[O:10][N:9]=2)=[CH:6][CH:7]=1, predict the reactants needed to synthesize it. The reactants are: [F:1][C:2]1[CH:7]=[CH:6][C:5]([C:8]2[CH:12]=[C:11]([CH2:13][CH2:14][N:15]3C(=O)C4C(=CC=CC=4)C3=O)[O:10][N:9]=2)=[CH:4][CH:3]=1.O.NN. (6) The reactants are: C(=O)([O-])[O-].[Cs+].[Cs+].Br[CH2:8][CH2:9][O:10][C:11]1[CH:16]=[C:15]([F:17])[CH:14]=[C:13]([F:18])[CH:12]=1.[NH:19]1[CH:23]=[C:22](/[CH:24]=[CH:25]/[C:26]([NH:28][C:29]2[CH:34]=[CH:33][CH:32]=[CH:31][C:30]=2[NH:35][C:36](=[O:42])[O:37][C:38]([CH3:41])([CH3:40])[CH3:39])=[O:27])[CH:21]=[N:20]1. Given the product [F:18][C:13]1[CH:12]=[C:11]([CH:16]=[C:15]([F:17])[CH:14]=1)[O:10][CH2:9][CH2:8][N:19]1[CH:23]=[C:22](/[CH:24]=[CH:25]/[C:26]([NH:28][C:29]2[CH:34]=[CH:33][CH:32]=[CH:31][C:30]=2[NH:35][C:36](=[O:42])[O:37][C:38]([CH3:40])([CH3:39])[CH3:41])=[O:27])[CH:21]=[N:20]1, predict the reactants needed to synthesize it. (7) Given the product [F:1][C:2]1[CH:7]=[CH:6][C:5]([S:8][CH2:9][CH:10]2[CH2:15][CH2:14][CH:13]([CH3:16])[CH2:12][CH:11]2[C:17]([OH:19])=[O:18])=[CH:4][CH:3]=1, predict the reactants needed to synthesize it. The reactants are: [F:1][C:2]1[CH:7]=[CH:6][C:5]([S:8][CH2:9][CH:10]2[CH2:15][CH2:14][CH:13]([CH3:16])[CH2:12][CH:11]2[C:17]([O:19]CC)=[O:18])=[CH:4][CH:3]=1.[Li+].[OH-].COCCOC.Cl.